This data is from Full USPTO retrosynthesis dataset with 1.9M reactions from patents (1976-2016). The task is: Predict the reactants needed to synthesize the given product. Given the product [CH3:21][C:22]1[C:27]([CH3:28])=[C:26]([NH:29][C:18]([C:17]2[CH:16]=[N:15][N:5]3[CH:6]=[C:7]([C:9]4[CH:10]=[N:11][N:12]([CH3:14])[CH:13]=4)[CH:8]=[C:3]([O:2][CH3:1])[C:4]=23)=[O:20])[CH:25]=[CH:24][N:23]=1, predict the reactants needed to synthesize it. The reactants are: [CH3:1][O:2][C:3]1[C:4]2[N:5]([N:15]=[CH:16][C:17]=2[C:18]([OH:20])=O)[CH:6]=[C:7]([C:9]2[CH:10]=[N:11][N:12]([CH3:14])[CH:13]=2)[CH:8]=1.[CH3:21][C:22]1[C:27]([CH3:28])=[C:26]([NH2:29])[CH:25]=[CH:24][N:23]=1.O.N1(O)C2C=CC=CC=2N=N1.